This data is from Full USPTO retrosynthesis dataset with 1.9M reactions from patents (1976-2016). The task is: Predict the reactants needed to synthesize the given product. (1) Given the product [OH:13][CH2:12][CH2:11][P:6](=[O:7])([CH2:8][CH2:9][OH:10])[CH2:5][CH2:4][S:25][S:24][C:19]1[CH:20]=[CH:21][CH:22]=[CH:23][N:18]=1, predict the reactants needed to synthesize it. The reactants are: C(=S)(O[CH2:4][CH2:5][P:6]([CH2:11][CH2:12][OH:13])([CH2:8][CH2:9][OH:10])=[O:7])C.[OH-].[Na+].Cl.[N:18]1[CH:23]=[CH:22][CH:21]=[CH:20][C:19]=1[S:24][S:25]C1C=CC=CN=1. (2) Given the product [NH2:1][C@@H:4]([CH3:21])[CH2:5][N:6]1[C:20]2[C:13]3[N:14]=[C:15]([C:17]([NH2:19])=[O:18])[O:16][C:12]=3[CH:11]=[CH:10][C:9]=2[CH:8]=[N:7]1, predict the reactants needed to synthesize it. The reactants are: [N:1]([C@@H:4]([CH3:21])[CH2:5][N:6]1[C:20]2[C:13]3[N:14]=[C:15]([C:17]([NH2:19])=[O:18])[O:16][C:12]=3[CH:11]=[CH:10][C:9]=2[CH:8]=[N:7]1)=[N+]=[N-].